From a dataset of Reaction yield outcomes from USPTO patents with 853,638 reactions. Predict the reaction yield, written as a fraction of the theoretical maximum amount of product (1.0 means a 100% yield; for example, 0.34 means a 34% yield). (1) The reactants are [F:1][C:2]1[CH:3]=[C:4]([N:8]2[CH2:12][C@H:11]([CH2:13]OS(C)(=O)=O)[O:10][C:9]2=[O:19])[CH:5]=[CH:6][CH:7]=1.[C:20]1(=[O:30])[NH:24][C:23](=[O:25])[C:22]2=[CH:26][CH:27]=[CH:28][CH:29]=[C:21]12.[K]. The catalyst is CN(C=O)C. The product is [F:1][C:2]1[CH:3]=[C:4]([N:8]2[CH2:12][C@@H:11]([CH2:13][N:24]3[C:20](=[O:30])[C:21]4[C:22](=[CH:26][CH:27]=[CH:28][CH:29]=4)[C:23]3=[O:25])[O:10][C:9]2=[O:19])[CH:5]=[CH:6][CH:7]=1. The yield is 0.918. (2) The reactants are Br[C:2]1[CH:3]=[C:4]([NH:9][CH2:10][CH2:11][N:12]([CH3:14])[CH3:13])[CH:5]=[C:6]([F:8])[CH:7]=1.[B:15]1([B:15]2[O:19][C:18]([CH3:21])([CH3:20])[C:17]([CH3:23])([CH3:22])[O:16]2)[O:19][C:18]([CH3:21])([CH3:20])[C:17]([CH3:23])([CH3:22])[O:16]1.CC([O-])=O.[K+]. The catalyst is C1C=CC(P(C2C=CC=CC=2)[C-]2C=CC=C2)=CC=1.C1C=CC(P(C2C=CC=CC=2)[C-]2C=CC=C2)=CC=1.Cl[Pd]Cl.[Fe+2].O1CCOCC1. The product is [F:8][C:6]1[CH:5]=[C:4]([NH:9][CH2:10][CH2:11][N:12]([CH3:14])[CH3:13])[CH:3]=[C:2]([B:15]2[O:19][C:18]([CH3:21])([CH3:20])[C:17]([CH3:23])([CH3:22])[O:16]2)[CH:7]=1. The yield is 0.482. (3) The reactants are [NH2:1][CH:2]([C:8]1[C:13]([Cl:14])=[CH:12][C:11]([Br:15])=[CH:10][N:9]=1)C(OCC)=O. The catalyst is Cl. The product is [ClH:14].[Br:15][C:11]1[CH:12]=[C:13]([Cl:14])[C:8]([CH2:2][NH2:1])=[N:9][CH:10]=1. The yield is 0.650. (4) The reactants are [N:1]1[CH:6]=[CH:5][CH:4]=[CH:3][C:2]=1[NH:7][CH2:8][CH2:9][CH2:10][CH2:11][C:12]([O:14][CH3:15])=[O:13].[C:16](O[C:16]([O:18][C:19]([CH3:22])([CH3:21])[CH3:20])=[O:17])([O:18][C:19]([CH3:22])([CH3:21])[CH3:20])=[O:17]. The catalyst is C(Cl)Cl.CN(C1C=CN=CC=1)C.O. The product is [C:19]([O:18][C:16]([N:7]([C:2]1[CH:3]=[CH:4][CH:5]=[CH:6][N:1]=1)[CH2:8][CH2:9][CH2:10][CH2:11][C:12]([O:14][CH3:15])=[O:13])=[O:17])([CH3:22])([CH3:21])[CH3:20]. The yield is 0.480. (5) The product is [NH2:22][C:21]1[N:17]([CH3:16])[N:18]=[CH:19][C:20]=1[CH2:2][N:3]1[CH2:7][CH:6]([CH2:8][CH2:9][CH3:10])[CH2:5][C:4]1=[O:11]. The reactants are Cl[CH2:2][N:3]1[CH2:7][CH:6]([CH2:8][CH2:9][CH3:10])[CH2:5][C:4]1=[O:11].[Al+3].[Cl-].[Cl-].[Cl-].[CH3:16][N:17]1[C:21]([NH2:22])=[CH:20][CH:19]=[N:18]1.C(=O)(O)[O-].[Na+]. The catalyst is C(Cl)Cl.O. The yield is 0.160. (6) The reactants are [CH2:1]1[C:5]2([CH2:10][CH2:9][C:8](=O)[CH2:7][CH2:6]2)[CH2:4][CH2:3][CH2:2]1.[C:12]([O:16][NH:17][NH:18][C:19]([NH:21][NH2:22])=[O:20])([CH3:15])([CH3:14])[CH3:13]. The catalyst is CCCCCC. The product is [CH2:1]1[C:5]2([CH2:10][CH2:9][C:8](=[N:22][NH:21][C:19](=[O:20])[NH:18][NH:17][O:16][C:12]([CH3:14])([CH3:13])[CH3:15])[CH2:7][CH2:6]2)[CH2:4][CH2:3][CH2:2]1. The yield is 0.800. (7) The reactants are [Cl:1][C:2]1[CH:7]=[CH:6][C:5]([NH:8][C:9](=[O:32])[NH:10][C:11]2[CH:30]=[CH:29][C:14]([O:15][C:16]3[CH:21]=[CH:20][N:19]=[C:18]([C:22]([O:24]C(C)(C)C)=[O:23])[CH:17]=3)=[CH:13][C:12]=2[F:31])=[CH:4][C:3]=1[C:33]([F:36])([F:35])[F:34].FC(F)(F)C(O)=O.C([SiH](CC)CC)C. The catalyst is ClCCl. The product is [Cl:1][C:2]1[CH:7]=[CH:6][C:5]([NH:8][C:9](=[O:32])[NH:10][C:11]2[CH:30]=[CH:29][C:14]([O:15][C:16]3[CH:21]=[CH:20][N:19]=[C:18]([C:22]([OH:24])=[O:23])[CH:17]=3)=[CH:13][C:12]=2[F:31])=[CH:4][C:3]=1[C:33]([F:35])([F:36])[F:34]. The yield is 0.920. (8) The reactants are [CH:1]([P:3](=[O:17])([CH:15]=[CH2:16])[C:4]1[CH:9]=[CH:8][C:7]([N+:10]([O-:12])=[O:11])=[C:6]([O:13][CH3:14])[CH:5]=1)=[CH2:2].[CH2:18]([NH2:25])[C:19]1[CH:24]=[CH:23][CH:22]=[CH:21][CH:20]=1. The catalyst is C1COCC1. The product is [CH2:18]([N:25]1[CH2:16][CH2:15][P:3](=[O:17])([C:4]2[CH:9]=[CH:8][C:7]([N+:10]([O-:12])=[O:11])=[C:6]([O:13][CH3:14])[CH:5]=2)[CH2:1][CH2:2]1)[C:19]1[CH:24]=[CH:23][CH:22]=[CH:21][CH:20]=1. The yield is 0.660.